Dataset: HIV replication inhibition screening data with 41,000+ compounds from the AIDS Antiviral Screen. Task: Binary Classification. Given a drug SMILES string, predict its activity (active/inactive) in a high-throughput screening assay against a specified biological target. (1) The drug is COC1CC(n2cc(C)c(=O)[nH]c2=O)OC1CO. The result is 0 (inactive). (2) The molecule is CC12CC(OC(=O)C1(C)O)C(C1(O)CCC3C4CC5OC56C(O)C=CC(=O)C6(C)C4CCC31C)C2. The result is 0 (inactive). (3) The compound is O=C(O)CCC1(CCC(=O)O)CCCCCCCCC(CCC(=O)O)(CCC(=O)O)C(=O)C1=O. The result is 0 (inactive). (4) The molecule is COC(=O)CCCC(=O)C1=NN(c2ccc(Cl)cc2)Cc2ccccc2N1. The result is 0 (inactive). (5) The compound is NNC(=O)C(O)C(O)C(=O)NN. The result is 0 (inactive).